From a dataset of Acute oral toxicity (LD50) regression data from Zhu et al.. Regression/Classification. Given a drug SMILES string, predict its toxicity properties. Task type varies by dataset: regression for continuous values (e.g., LD50, hERG inhibition percentage) or binary classification for toxic/non-toxic outcomes (e.g., AMES mutagenicity, cardiotoxicity, hepatotoxicity). Dataset: ld50_zhu. (1) The compound is CCOC(=O)c1ccc(N)cc1. The rat oral LD50 is 1.74, given as -log10 of the dose in mol/kg body weight (higher means more acutely toxic). (2) The compound is O=C(Cc1ccccc1)OCCc1ccccc1. The rat oral LD50 is 1.21, given as -log10 of the dose in mol/kg body weight (higher means more acutely toxic). (3) The drug is O=C(O)C(Cl)(Cl)CCl. The rat oral LD50 is 1.86, given as -log10 of the dose in mol/kg body weight (higher means more acutely toxic). (4) The molecule is O=c1n(CC2CO2)c(=O)n(CC2CO2)n1CC1CO1. The rat oral LD50 is 3.03, given as -log10 of the dose in mol/kg body weight (higher means more acutely toxic). (5) The compound is Brc1ccc2[nH]cc(CC3CCNCC3)c2c1. The rat oral LD50 is 4.07, given as -log10 of the dose in mol/kg body weight (higher means more acutely toxic). (6) The compound is O=C(O)Cn1c(=O)sc2cccc(Cl)c21. The rat oral LD50 is 1.91, given as -log10 of the dose in mol/kg body weight (higher means more acutely toxic).